The task is: Regression. Given a peptide amino acid sequence and an MHC pseudo amino acid sequence, predict their binding affinity value. This is MHC class II binding data.. This data is from Peptide-MHC class II binding affinity with 134,281 pairs from IEDB. (1) The peptide sequence is GYLQIVDKIDAAFKI. The MHC is DRB1_0101 with pseudo-sequence DRB1_0101. The binding affinity (normalized) is 0.608. (2) The peptide sequence is AFILDGDNLFPKS. The MHC is DRB1_0401 with pseudo-sequence DRB1_0401. The binding affinity (normalized) is 0.600. (3) The peptide sequence is SFGIVVAWQVKLLPV. The MHC is DRB1_0301 with pseudo-sequence DRB1_0301. The binding affinity (normalized) is 0.695. (4) The peptide sequence is YDKFLANVSTVSTGK. The MHC is DRB1_0405 with pseudo-sequence DRB1_0405. The binding affinity (normalized) is 0.601.